From a dataset of Full USPTO retrosynthesis dataset with 1.9M reactions from patents (1976-2016). Predict the reactants needed to synthesize the given product. (1) Given the product [Cl:1][C:2]1[CH:3]=[C:4]2[C:8](=[C:9]([CH2:11][N:12]3[C:20]4[C:15](=[CH:16][C:17]([C:21]([OH:23])=[O:22])=[CH:18][CH:19]=4)[C:14]([NH:25][CH3:26])=[N:13]3)[CH:10]=1)[N:7]([CH2:27][CH:28]([CH3:30])[CH3:29])[N:6]=[CH:5]2, predict the reactants needed to synthesize it. The reactants are: [Cl:1][C:2]1[CH:3]=[C:4]2[C:8](=[C:9]([CH2:11][N:12]3[C:20]4[C:15](=[CH:16][C:17]([C:21]([O:23]C)=[O:22])=[CH:18][CH:19]=4)[C:14]([NH:25][CH3:26])=[N:13]3)[CH:10]=1)[N:7]([CH2:27][CH:28]([CH3:30])[CH3:29])[N:6]=[CH:5]2.[OH-].[Li+].O.CO. (2) Given the product [CH2:5]([N:12]1[CH:21]=[C:20]([CH2:22][CH2:23][CH2:24][N:25]([CH3:27])[CH3:26])[C:19]2[C:14](=[CH:15][CH:16]=[C:17]([C:28]3[CH:29]=[C:30]([CH:35]=[CH:36][C:37]=3[CH3:38])[C:31]([NH:4][CH:1]3[CH2:3][CH2:2]3)=[O:32])[CH:18]=2)[C:13]1=[O:39])[C:6]1[CH:11]=[CH:10][CH:9]=[CH:8][CH:7]=1, predict the reactants needed to synthesize it. The reactants are: [CH:1]1([NH2:4])[CH2:3][CH2:2]1.[CH2:5]([N:12]1[CH:21]=[C:20]([CH2:22][CH2:23][CH2:24][N:25]([CH3:27])[CH3:26])[C:19]2[C:14](=[CH:15][CH:16]=[C:17]([C:28]3[CH:29]=[C:30]([CH:35]=[CH:36][C:37]=3[CH3:38])[C:31](OC)=[O:32])[CH:18]=2)[C:13]1=[O:39])[C:6]1[CH:11]=[CH:10][CH:9]=[CH:8][CH:7]=1.C([Mg]Cl)(C)C. (3) Given the product [N:26]1([CH2:20][CH2:19][C:18]#[C:17][C:15]2[CH:14]=[CH:13][C:12]3[C:8]([C:5]4[CH:6]=[CH:7][C:2]([Br:1])=[CH:3][CH:4]=4)=[N:9][S:10][C:11]=3[CH:16]=2)[CH2:29][CH2:28][CH2:27]1, predict the reactants needed to synthesize it. The reactants are: [Br:1][C:2]1[CH:7]=[CH:6][C:5]([C:8]2[C:12]3[CH:13]=[CH:14][C:15]([C:17]#[C:18][CH2:19][CH2:20]OS(C)(=O)=O)=[CH:16][C:11]=3[S:10][N:9]=2)=[CH:4][CH:3]=1.[NH:26]1[CH2:29][CH2:28][CH2:27]1. (4) Given the product [Br-:8].[CH2:13]([O:12][C:10](=[O:11])[CH2:9][N+:2]1([CH3:1])[CH2:7][CH2:6][O:5][CH2:4][CH2:3]1)[CH3:14], predict the reactants needed to synthesize it. The reactants are: [CH3:1][N:2]1[CH2:7][CH2:6][O:5][CH2:4][CH2:3]1.[Br:8][CH2:9][C:10]([O:12][CH2:13][CH3:14])=[O:11].